Task: Predict which catalyst facilitates the given reaction.. Dataset: Catalyst prediction with 721,799 reactions and 888 catalyst types from USPTO (1) Reactant: [CH3:1][NH:2][C:3]1[C:8]([CH:9]=O)=[CH:7][N:6]=[C:5]([S:11][CH3:12])[N:4]=1.[N+:13]([CH3:16])([O-:15])=[O:14].C([O-])(=O)C.[NH4+]. Product: [CH3:1][NH:2][C:3]1[C:8]([CH:9]=[CH:16][N+:13]([O-:15])=[O:14])=[CH:7][N:6]=[C:5]([S:11][CH3:12])[N:4]=1. The catalyst class is: 15. (2) Reactant: [Br:1][C:2]1[CH:3]=[C:4]2[C:9](=[CH:10][CH:11]=1)[C:8]([N+:12]([O-])=O)=[C:7]([NH:15]C(=O)OC(C)(C)C)[CH:6]=[CH:5]2.O.O.Cl[Sn]Cl. Product: [Br:1][C:2]1[CH:11]=[CH:10][C:9]2[C:4](=[CH:5][CH:6]=[C:7]([NH2:15])[C:8]=2[NH2:12])[CH:3]=1. The catalyst class is: 5.